Dataset: NCI-60 drug combinations with 297,098 pairs across 59 cell lines. Task: Regression. Given two drug SMILES strings and cell line genomic features, predict the synergy score measuring deviation from expected non-interaction effect. (1) Drug 1: CC1CCC2CC(C(=CC=CC=CC(CC(C(=O)C(C(C(=CC(C(=O)CC(OC(=O)C3CCCCN3C(=O)C(=O)C1(O2)O)C(C)CC4CCC(C(C4)OC)OCCO)C)C)O)OC)C)C)C)OC. Drug 2: B(C(CC(C)C)NC(=O)C(CC1=CC=CC=C1)NC(=O)C2=NC=CN=C2)(O)O. Cell line: MCF7. Synergy scores: CSS=30.8, Synergy_ZIP=-9.07, Synergy_Bliss=-5.99, Synergy_Loewe=-5.51, Synergy_HSA=-3.31. (2) Drug 1: C1=CC(=CC=C1CCC2=CNC3=C2C(=O)NC(=N3)N)C(=O)NC(CCC(=O)O)C(=O)O. Drug 2: CC(C)(C#N)C1=CC(=CC(=C1)CN2C=NC=N2)C(C)(C)C#N. Cell line: HOP-92. Synergy scores: CSS=11.2, Synergy_ZIP=-2.76, Synergy_Bliss=0.282, Synergy_Loewe=1.19, Synergy_HSA=1.62. (3) Synergy scores: CSS=60.2, Synergy_ZIP=7.61, Synergy_Bliss=7.33, Synergy_Loewe=-1.55, Synergy_HSA=9.30. Drug 2: C1CN1P(=S)(N2CC2)N3CC3. Cell line: 786-0. Drug 1: CC1=C2C(C(=O)C3(C(CC4C(C3C(C(C2(C)C)(CC1OC(=O)C(C(C5=CC=CC=C5)NC(=O)OC(C)(C)C)O)O)OC(=O)C6=CC=CC=C6)(CO4)OC(=O)C)OC)C)OC. (4) Drug 1: C1=CC(=CC=C1CCC2=CNC3=C2C(=O)NC(=N3)N)C(=O)NC(CCC(=O)O)C(=O)O. Drug 2: C1=CC(=CC=C1C#N)C(C2=CC=C(C=C2)C#N)N3C=NC=N3. Cell line: UO-31. Synergy scores: CSS=18.6, Synergy_ZIP=-12.2, Synergy_Bliss=-7.03, Synergy_Loewe=-10.5, Synergy_HSA=-4.85. (5) Drug 1: C1=NC2=C(N1)C(=S)N=CN2. Cell line: SR. Drug 2: COCCOC1=C(C=C2C(=C1)C(=NC=N2)NC3=CC=CC(=C3)C#C)OCCOC.Cl. Synergy scores: CSS=43.0, Synergy_ZIP=-2.63, Synergy_Bliss=-6.09, Synergy_Loewe=-29.7, Synergy_HSA=-5.96. (6) Drug 1: CNC(=O)C1=CC=CC=C1SC2=CC3=C(C=C2)C(=NN3)C=CC4=CC=CC=N4. Drug 2: C1CN(CCN1C(=O)CCBr)C(=O)CCBr. Cell line: IGROV1. Synergy scores: CSS=10.1, Synergy_ZIP=-7.85, Synergy_Bliss=-7.68, Synergy_Loewe=-8.64, Synergy_HSA=-7.58. (7) Drug 1: CCC1(C2=C(COC1=O)C(=O)N3CC4=CC5=C(C=CC(=C5CN(C)C)O)N=C4C3=C2)O.Cl. Drug 2: CC12CCC3C(C1CCC2OP(=O)(O)O)CCC4=C3C=CC(=C4)OC(=O)N(CCCl)CCCl.[Na+]. Cell line: A498. Synergy scores: CSS=-6.37, Synergy_ZIP=11.6, Synergy_Bliss=19.6, Synergy_Loewe=-14.3, Synergy_HSA=-11.1. (8) Drug 1: COC1=C(C=C2C(=C1)N=CN=C2NC3=CC(=C(C=C3)F)Cl)OCCCN4CCOCC4. Drug 2: C1=CC=C(C(=C1)C(C2=CC=C(C=C2)Cl)C(Cl)Cl)Cl. Cell line: ACHN. Synergy scores: CSS=40.9, Synergy_ZIP=-0.937, Synergy_Bliss=-1.12, Synergy_Loewe=-19.3, Synergy_HSA=-0.582. (9) Drug 1: CC1=CC2C(CCC3(C2CCC3(C(=O)C)OC(=O)C)C)C4(C1=CC(=O)CC4)C. Drug 2: C(CC(=O)O)C(=O)CN.Cl. Cell line: UACC62. Synergy scores: CSS=9.58, Synergy_ZIP=0.457, Synergy_Bliss=6.52, Synergy_Loewe=7.17, Synergy_HSA=6.37. (10) Drug 1: CC1OCC2C(O1)C(C(C(O2)OC3C4COC(=O)C4C(C5=CC6=C(C=C35)OCO6)C7=CC(=C(C(=C7)OC)O)OC)O)O. Drug 2: CN(CCCl)CCCl.Cl. Cell line: HS 578T. Synergy scores: CSS=21.9, Synergy_ZIP=5.47, Synergy_Bliss=7.42, Synergy_Loewe=-5.16, Synergy_HSA=2.08.